This data is from Experimentally validated miRNA-target interactions with 360,000+ pairs, plus equal number of negative samples. The task is: Binary Classification. Given a miRNA mature sequence and a target amino acid sequence, predict their likelihood of interaction. (1) The miRNA is rno-miR-328a-3p with sequence CUGGCCCUCUCUGCCCUUCCGU. The protein sequence of the target gene is MAFPEPKPRAPELPQKRMKTLDCSQGAVRAVRFNVDGNYCLTCGSDKTLKLWNPLRGTLLRTYSGHGYEVLDAAGSFDNSHLCSGGGDKTVVLWDVATGQVVRKFRGHAGKVNTVQFNEEATVILSGSIDSSVRCWDCRSRKPEPVQTLDEARDGISSVKVSDHEILAGSVDGRVRRYDLRMGQVSSDYVGSPITCTCFSRDGQCTLISSLDSTLRLLDKDTGELLGEYVGHKNQQYKLDCCLSERDTHVVSCSEDGKVFFWDLVEGALALALPVGSNVVQSLAYHPTEPCLLTAMGGSI.... Result: 0 (no interaction). (2) The miRNA is hsa-miR-4803 with sequence UAACAUAAUAGUGUGGAUUGA. The protein sequence of the target gene is MASVTRAVFGELPSGGGTVEKFQLQSDLLRVDIISWGCTITALEVKDRQGRASDVVLGFAELEGYLQKQPYFGAVIGRVANRIAKGTFKVDGKEYHLAINKEPNSLHGGVRGFDKVLWTPRVLSNGVQFSRISPDGEEGYPGELKVWVTYTLDGGELIVNYRAQASQATPVNLTNHSYFNLAGQASPNINDHEVTIEADTYLPVDETLIPTGEVAPVQGTAFDLRKPVELGKHLQDFHLNGFDHNFCLKGSKEKHFCARVHHAASGRVLEVYTTQPGVQFYTGNFLDGTLKGKNGAVYPK.... Result: 1 (interaction).